Dataset: Forward reaction prediction with 1.9M reactions from USPTO patents (1976-2016). Task: Predict the product of the given reaction. (1) Given the reactants O.[OH-].[Li+].C[O:5][C:6]([C:8]1[CH:17]=[C:16]2[C:11]([C:12]([C:18]3[C:22]([C:23]4[CH:28]=[CH:27][CH:26]=[CH:25][N:24]=4)=[N:21][N:20]4[CH2:29][CH2:30][CH2:31][C:19]=34)=[CH:13][CH:14]=[N:15]2)=[CH:10][CH:9]=1)=[O:7], predict the reaction product. The product is: [N:24]1[CH:25]=[CH:26][CH:27]=[CH:28][C:23]=1[C:22]1[C:18]([C:12]2[C:11]3[C:16](=[CH:17][C:8]([C:6]([OH:7])=[O:5])=[CH:9][CH:10]=3)[N:15]=[CH:14][CH:13]=2)=[C:19]2[CH2:31][CH2:30][CH2:29][N:20]2[N:21]=1. (2) Given the reactants [Cl:1][C:2]1[CH:7]=[CH:6][C:5]([O:8][CH2:9][C:10]([OH:12])=O)=[CH:4][CH:3]=1.S(Cl)(Cl)=O.[NH2:17][NH:18][C:19]([NH2:21])=[S:20].N1C=CC=CC=1, predict the reaction product. The product is: [Cl:1][C:2]1[CH:7]=[CH:6][C:5]([O:8][CH2:9][C:10]([NH:17][NH:18][C:19](=[S:20])[NH2:21])=[O:12])=[CH:4][CH:3]=1. (3) Given the reactants Cl[C:2]1[C:12]2[C:11](=[O:13])[NH:10][CH2:9][CH2:8][CH2:7][C:6]=2[CH:5]=CC=1OC.[Cl:16][C:17]1[C:18]([O:29][CH3:30])=[CH:19][C:20]2[C:26](=[O:27])[NH:25][CH2:24][CH2:23][CH2:22][C:21]=2[CH:28]=1.C(OC1C(CCl)=C(C)C=C(C)N=1)C1C=CC=CC=1.CC([O-])=O.[Na+].CC(O)=O, predict the reaction product. The product is: [Cl:16][C:17]1[C:18]([O:29][CH3:30])=[CH:19][C:20]2[C:26](=[O:27])[N:25]([CH2:2][C:12]3[C:11](=[O:13])[NH:10][C:9]([CH3:8])=[CH:7][C:6]=3[CH3:5])[CH2:24][CH2:23][CH2:22][C:21]=2[CH:28]=1. (4) Given the reactants CC1(C)CCCC(C)(C)N1.C([Li])CCC.[CH3:16][O:17][C:18]1[N:19]=[N:20][CH:21]=[CH:22][CH:23]=1.[Br:24][C:25]1[CH:30]=[CH:29][C:28]([C@@H:31]([C:39]2[CH:44]=[CH:43][CH:42]=[CH:41][C:40]=2[CH3:45])[CH2:32][C:33](N(OC)C)=[O:34])=[CH:27][CH:26]=1.[Cl-].[NH4+], predict the reaction product. The product is: [Br:24][C:25]1[CH:26]=[CH:27][C:28]([C@@H:31]([C:39]2[CH:44]=[CH:43][CH:42]=[CH:41][C:40]=2[CH3:45])[CH2:32][C:33]([C:23]2[CH:22]=[CH:21][N:20]=[N:19][C:18]=2[O:17][CH3:16])=[O:34])=[CH:29][CH:30]=1. (5) Given the reactants [CH3:1][C:2]1[CH:11]=[CH:10][C:9]2[C:4](=[CH:5][CH:6]=[CH:7][CH:8]=2)[C:3]=1[CH2:12][CH:13]([OH:15])[CH3:14].CC(C)([O-])C.[K+].F[C:23]1[CH:28]=[CH:27][CH:26]=[CH:25][C:24]=1[N+:29]([O-:31])=[O:30], predict the reaction product. The product is: [CH3:1][C:2]1[CH:11]=[CH:10][C:9]2[C:4](=[CH:5][CH:6]=[CH:7][CH:8]=2)[C:3]=1[CH2:12][CH:13]([O:15][C:23]1[CH:28]=[CH:27][CH:26]=[CH:25][C:24]=1[N+:29]([O-:31])=[O:30])[CH3:14].